Predict the product of the given reaction. From a dataset of Forward reaction prediction with 1.9M reactions from USPTO patents (1976-2016). (1) Given the reactants Cl.[CH:2]1([C:5]2[C:6]([O:19][CH2:20][CH:21]3[CH2:26][CH2:25][NH:24][CH2:23][CH2:22]3)=[CH:7][C:8]([F:18])=[C:9]([CH:17]=2)[C:10]([NH:12][S:13]([CH3:16])(=[O:15])=[O:14])=[O:11])[CH2:4][CH2:3]1.[Br:27][C:28]1[CH:35]=[CH:34][C:31]([CH:32]=O)=[C:30]([C:36]([F:39])([F:38])[F:37])[CH:29]=1, predict the reaction product. The product is: [Br:27][C:28]1[CH:35]=[CH:34][C:31]([CH2:32][N:24]2[CH2:23][CH2:22][CH:21]([CH2:20][O:19][C:6]3[C:5]([CH:2]4[CH2:4][CH2:3]4)=[CH:17][C:9]([C:10]([NH:12][S:13]([CH3:16])(=[O:14])=[O:15])=[O:11])=[C:8]([F:18])[CH:7]=3)[CH2:26][CH2:25]2)=[C:30]([C:36]([F:37])([F:38])[F:39])[CH:29]=1. (2) Given the reactants [C:1]1([C:7]2([C:13]([O:15][CH3:16])=[O:14])[CH2:12][CH2:11][CH2:10][NH:9][CH2:8]2)[CH:6]=[CH:5][CH:4]=[CH:3][CH:2]=1.[CH3:17][N:18]1[CH:22]=[C:21]([S:23](Cl)(=[O:25])=[O:24])[N:20]=[CH:19]1, predict the reaction product. The product is: [CH3:17][N:18]1[CH:22]=[C:21]([S:23]([N:9]2[CH2:10][CH2:11][CH2:12][C:7]([C:1]3[CH:2]=[CH:3][CH:4]=[CH:5][CH:6]=3)([C:13]([O:15][CH3:16])=[O:14])[CH2:8]2)(=[O:25])=[O:24])[N:20]=[CH:19]1. (3) Given the reactants [C:1]([C:3]1[CH:12]=[CH:11][C:6]([C:7](=O)[CH2:8]Br)=[CH:5][CH:4]=1)#[N:2].[CH3:13][NH:14][C:15]([NH2:17])=[S:16].C(=O)(O)[O-].[Na+], predict the reaction product. The product is: [CH3:13][NH:14][C:15]1[S:16][CH:8]=[C:7]([C:6]2[CH:11]=[CH:12][C:3]([C:1]#[N:2])=[CH:4][CH:5]=2)[N:17]=1. (4) Given the reactants [C:1]([C:3]1[CH:4]=[C:5]([S:10](Cl)(=[O:12])=[O:11])[CH:6]=[CH:7][C:8]=1[F:9])#[N:2].[NH3:14], predict the reaction product. The product is: [C:1]([C:3]1[CH:4]=[C:5]([S:10]([NH2:14])(=[O:12])=[O:11])[CH:6]=[CH:7][C:8]=1[F:9])#[N:2]. (5) Given the reactants C([Li])C[CH2:3][CH3:4].C(N[CH:10]([CH3:12])[CH3:11])(C)C.[Br:13][CH2:14][CH2:15]Br.[CH3:17][O:18][C:19]([CH3:22])([CH3:21])[CH3:20].C1C[O:26]CC1, predict the reaction product. The product is: [Br:13][CH2:14][CH2:15][CH:3]([CH2:4][CH2:12][CH2:10][CH3:11])[C:17]([O:18][C:19]([CH3:22])([CH3:21])[CH3:20])=[O:26]. (6) Given the reactants [Cl:1][C:2]1[CH:3]=[C:4]([S:8]([N:11]2[CH2:16][CH2:15][N:14]([C:17]3[CH:22]=[CH:21][C:20]([F:23])=[CH:19][C:18]=3[CH3:24])[CH:13]([C:25]([N:27]3[CH2:32][CH2:31][NH:30][CH2:29][CH2:28]3)=[O:26])[CH2:12]2)(=[O:10])=[O:9])[CH:5]=[CH:6][CH:7]=1.Cl[C:34]1[C:35]([CH3:41])=[N:36][CH:37]=[C:38]([CH3:40])[N:39]=1.C(N(CC)CC)C.O, predict the reaction product. The product is: [Cl:1][C:2]1[CH:3]=[C:4]([S:8]([N:11]2[CH2:16][CH2:15][N:14]([C:17]3[CH:22]=[CH:21][C:20]([F:23])=[CH:19][C:18]=3[CH3:24])[CH:13]([C:25]([N:27]3[CH2:28][CH2:29][N:30]([C:37]4[C:38]([CH3:40])=[N:39][CH:34]=[C:35]([CH3:41])[N:36]=4)[CH2:31][CH2:32]3)=[O:26])[CH2:12]2)(=[O:9])=[O:10])[CH:5]=[CH:6][CH:7]=1. (7) Given the reactants CS([C:5]1[N:10]=[C:9]([C:11]2[N:15]3[CH:16]=[CH:17][CH:18]=[CH:19][C:14]3=[N:13][C:12]=2[C:20]2[CH:25]=[CH:24][CH:23]=[C:22]([CH3:26])[N:21]=2)[CH:8]=[CH:7][N:6]=1)(=O)=O.[N:27]1(NCCC)[CH:31]=[CH:30][N:29]=[CH:28]1, predict the reaction product. The product is: [N:27]1([CH2:9][CH2:8][CH2:7][NH:6][C:5]2[N:10]=[C:9]([C:11]3[N:15]4[CH:16]=[CH:17][CH:18]=[CH:19][C:14]4=[N:13][C:12]=3[C:20]3[CH:25]=[CH:24][CH:23]=[C:22]([CH3:26])[N:21]=3)[CH:8]=[CH:7][N:6]=2)[CH:31]=[CH:30][N:29]=[CH:28]1. (8) The product is: [Cl:1][C:2]1[CH:3]=[C:4]([C:8]2[N:13]=[CH:12][N:11]=[C:10]([N:14]([CH2:18][C:19]3[CH:20]=[CH:21][C:22]([S:25][C:26]([CH3:35])([CH3:34])[C:27]([OH:29])=[O:28])=[CH:23][CH:24]=3)[CH2:15][C:16]#[CH:17])[CH:9]=2)[CH:5]=[CH:6][CH:7]=1. Given the reactants [Cl:1][C:2]1[CH:3]=[C:4]([C:8]2[N:13]=[CH:12][N:11]=[C:10]([N:14]([CH2:18][C:19]3[CH:24]=[CH:23][C:22]([S:25][C:26]([CH3:35])([CH3:34])[C:27]([O:29]C(C)(C)C)=[O:28])=[CH:21][CH:20]=3)[CH2:15][C:16]#[CH:17])[CH:9]=2)[CH:5]=[CH:6][CH:7]=1.FC(F)(F)C(O)=O, predict the reaction product. (9) The product is: [CH2:31]1[C:32]2[C:27](=[N:26][C:25]3[C:20]([C:19]=2[C:16]2[CH:17]=[CH:18][C:13]([OH:12])=[CH:14][CH:15]=2)=[CH:21][CH:22]=[CH:23][CH:24]=3)[CH2:28][CH2:29][CH2:30]1. Given the reactants B(Br)(Br)Br.C([O:12][C:13]1[CH:18]=[CH:17][C:16]([C:19]2[C:20]3[C:25]([N:26]=[C:27]4[C:32]=2[CH2:31][CH2:30][CH2:29][CH2:28]4)=[CH:24][CH:23]=[CH:22][CH:21]=3)=[CH:15][CH:14]=1)C1C=CC=CC=1, predict the reaction product. (10) Given the reactants [NH2:1][C:2]1[N:7]=[C:6]([CH2:8][N:9]2[C:13]([CH3:15])([CH3:14])[C:12](=[O:16])[N:11]([C:17]3[CH:22]=[CH:21][C:20]([C:23]([CH3:26])([CH3:25])[CH3:24])=[CH:19][CH:18]=3)[C:10]2=[O:27])[CH:5]=[CH:4][N:3]=1.Br[C:29]1[CH:30]=[N:31][CH:32]=[CH:33][CH:34]=1.C(=O)([O-])[O-].[Cs+].[Cs+].CC1(C)C2C=CC=C(P(C3C=CC=CC=3)C3C=CC=CC=3)C=2OC2C1=CC=CC=2P(C1C=CC=CC=1)C1C=CC=CC=1, predict the reaction product. The product is: [C:23]([C:20]1[CH:19]=[CH:18][C:17]([N:11]2[C:12](=[O:16])[C:13]([CH3:15])([CH3:14])[N:9]([CH2:8][C:6]3[CH:5]=[CH:4][N:3]=[C:2]([NH:1][C:29]4[CH:30]=[N:31][CH:32]=[CH:33][CH:34]=4)[N:7]=3)[C:10]2=[O:27])=[CH:22][CH:21]=1)([CH3:26])([CH3:25])[CH3:24].